Dataset: Reaction yield outcomes from USPTO patents with 853,638 reactions. Task: Predict the reaction yield, written as a fraction of the theoretical maximum amount of product (1.0 means a 100% yield; for example, 0.34 means a 34% yield). (1) The reactants are C([N:4]1[C:12]2[C:7](=[CH:8][CH:9]=[C:10]([I:13])[CH:11]=2)[CH2:6][CH2:5]1)(=O)C.[OH-].[Na+].CCO. The catalyst is O. The product is [I:13][C:10]1[CH:11]=[C:12]2[C:7]([CH2:6][CH2:5][NH:4]2)=[CH:8][CH:9]=1. The yield is 0.640. (2) The reactants are [CH2:1]([O:3][C:4](=[O:15])[CH:5]([CH2:11][CH:12]([CH3:14])[CH3:13])[C:6]([O:8][CH2:9][CH3:10])=[O:7])[CH3:2].[H-].[Na+].[F:18][C:19]1[CH:24]=[C:23]([N+:25]([O-:27])=[O:26])[C:22]([F:28])=[CH:21][C:20]=1F. The catalyst is CN(C=O)C. The product is [CH2:1]([O:3][C:4](=[O:15])[C:5]([C:20]1[CH:21]=[C:22]([F:28])[C:23]([N+:25]([O-:27])=[O:26])=[CH:24][C:19]=1[F:18])([CH2:11][CH:12]([CH3:13])[CH3:14])[C:6]([O:8][CH2:9][CH3:10])=[O:7])[CH3:2]. The yield is 0.900.